From a dataset of Full USPTO retrosynthesis dataset with 1.9M reactions from patents (1976-2016). Predict the reactants needed to synthesize the given product. Given the product [CH3:1][C:2]1[S:6][C:5]2[CH2:7][CH:8]([CH3:11])[CH:9]([OH:10])[C:4]=2[C:3]=1[C:12]1[CH:17]=[CH:16][CH:15]=[CH:14][CH:13]=1, predict the reactants needed to synthesize it. The reactants are: [CH3:1][C:2]1[S:6][C:5]2[CH2:7][CH:8]([CH3:11])[C:9](=[O:10])[C:4]=2[C:3]=1[C:12]1[CH:17]=[CH:16][CH:15]=[CH:14][CH:13]=1.[H-].[H-].[H-].[H-].[Li+].[Al+3].O.